Dataset: Forward reaction prediction with 1.9M reactions from USPTO patents (1976-2016). Task: Predict the product of the given reaction. (1) Given the reactants [CH2:1]([C:3]1[CH:4]=[CH:5][C:6]([NH:12]/[CH:13]=[CH:14]/[N+:15]([O-:17])=[O:16])=[C:7]([CH:11]=1)[C:8](O)=[O:9])[CH3:2].C([O-])(=O)C.[K+], predict the reaction product. The product is: [CH2:1]([C:3]1[CH:11]=[C:7]2[C:6](=[CH:5][CH:4]=1)[N:12]=[CH:13][C:14]([N+:15]([O-:17])=[O:16])=[C:8]2[OH:9])[CH3:2]. (2) Given the reactants [N:1]1([C:7]2[CH:8]=[N:9][C:10]3[C:15]([N:16]=2)=[CH:14][C:13]([O:17][C:18]2[CH:24]=[CH:23][C:21]([NH2:22])=[CH:20][CH:19]=2)=[CH:12][CH:11]=3)[CH2:6][CH2:5][NH:4][CH2:3][CH2:2]1.[CH3:25][C:26]([O:29][C:30](O[C:30]([O:29][C:26]([CH3:28])([CH3:27])[CH3:25])=[O:31])=[O:31])([CH3:28])[CH3:27], predict the reaction product. The product is: [NH2:22][C:21]1[CH:23]=[CH:24][C:18]([O:17][C:13]2[CH:14]=[C:15]3[C:10]([N:9]=[CH:8][C:7]([N:1]4[CH2:6][CH2:5][N:4]([C:30]([O:29][C:26]([CH3:28])([CH3:27])[CH3:25])=[O:31])[CH2:3][CH2:2]4)=[N:16]3)=[CH:11][CH:12]=2)=[CH:19][CH:20]=1. (3) Given the reactants [NH2:1][C:2]1[N:7]=[C:6]([NH2:8])[C:5]([C:9]2[CH:14]=[CH:13][C:12]([OH:15])=[CH:11][CH:10]=2)=[C:4]([CH2:16][O:17][CH2:18][C:19]2[CH:24]=[CH:23][CH:22]=[CH:21][CH:20]=2)[N:3]=1.[O-]CC.[K+].[Cl:29][C:30]1[CH:37]=[CH:36][C:33]([CH2:34]Br)=[CH:32][CH:31]=1.O, predict the reaction product. The product is: [CH2:18]([O:17][CH2:16][C:4]1[N:3]=[C:2]([NH2:1])[N:7]=[C:6]([NH2:8])[C:5]=1[C:9]1[CH:10]=[CH:11][C:12]([O:15][CH2:34][C:33]2[CH:36]=[CH:37][C:30]([Cl:29])=[CH:31][CH:32]=2)=[CH:13][CH:14]=1)[C:19]1[CH:20]=[CH:21][CH:22]=[CH:23][CH:24]=1. (4) Given the reactants Br[C:2]1[CH:3]=[CH:4][C:5]([O:13][CH3:14])=[C:6]2[C:11]=1[NH:10][CH:9]=[CH:8][C:7]2=[O:12].[OH-].[Na+], predict the reaction product. The product is: [CH3:14][O:13][C:5]1[CH:4]=[CH:3][CH:2]=[C:11]2[C:6]=1[C:7](=[O:12])[CH:8]=[CH:9][NH:10]2. (5) Given the reactants [Br-].[CH2:2]([Zn+])[CH2:3][CH3:4].O1CCCC1.[Cl:11][C:12]1[N:13]=[C:14]2[CH:19]=[CH:18][C:17](Cl)=[N:16][N:15]2[CH:21]=1.Cl, predict the reaction product. The product is: [Cl:11][C:12]1[N:13]=[C:14]2[CH:19]=[CH:18][C:17]([CH2:2][CH2:3][CH3:4])=[N:16][N:15]2[CH:21]=1. (6) Given the reactants [NH2:1][C@@H:2]1[CH2:7][CH2:6][N:5]([C:8]2[CH:13]=[CH:12][C:11]([NH:14][C:15]3[N:20]=[C:19]([C:21]4[C:29]5[C:24](=[CH:25][CH:26]=[CH:27][CH:28]=5)[NH:23][CH:22]=4)[C:18](Cl)=[CH:17][N:16]=3)=[C:10]([O:31][CH3:32])[CH:9]=2)[CH2:4][C@H:3]1F.COC1C=[C:41]([N:43]2[CH2:48]CC(N3CCN(C)CC3)[CH2:45][CH2:44]2)[CH:40]=CC=1N.[CH3:56]CN(C(C)C)C(C)C, predict the reaction product. The product is: [NH:23]1[C:24]2[C:29](=[CH:28][CH:27]=[CH:26][CH:25]=2)[C:21]([C:19]2[C:18]([CH3:56])=[CH:17][N:16]=[C:15]([NH:14][C:11]3[CH:12]=[CH:13][C:8]([N:5]4[CH2:6][CH2:7][CH:2]([N:1]5[CH2:45][CH2:44][N:43]([CH3:48])[CH2:41][CH2:40]5)[CH2:3][CH2:4]4)=[CH:9][C:10]=3[O:31][CH3:32])[N:20]=2)=[CH:22]1. (7) Given the reactants [C:1]1([O:11][CH2:12][CH:13]2[CH2:17][CH2:16][NH:15][CH2:14]2)[C:10]2[C:5](=[CH:6][CH:7]=[CH:8][CH:9]=2)[CH:4]=[CH:3][CH:2]=1.C1([O:24][C:25]([O:27][CH2:28][C:29]([O:31][CH2:32][CH3:33])=[O:30])=O)C=CC=CC=1, predict the reaction product. The product is: [C:1]1([O:11][CH2:12][CH:13]2[CH2:17][CH2:16][N:15]([C:25]([O:27][CH2:28][C:29]([O:31][CH2:32][CH3:33])=[O:30])=[O:24])[CH2:14]2)[C:10]2[C:5](=[CH:6][CH:7]=[CH:8][CH:9]=2)[CH:4]=[CH:3][CH:2]=1.